This data is from Reaction yield outcomes from USPTO patents with 853,638 reactions. The task is: Predict the reaction yield, written as a fraction of the theoretical maximum amount of product (1.0 means a 100% yield; for example, 0.34 means a 34% yield). (1) The reactants are [C:1]([N:8]([C:21]1[NH:25][C:24]2[C:26]([C@H:41]3[CH2:45][CH2:44][CH2:43][O:42]3)=[C:27]([F:40])[C:28]([C:30]3[CH:31]=[N:32][C:33]([C:36]([OH:39])([CH3:38])[CH3:37])=[N:34][CH:35]=3)=[CH:29][C:23]=2[N:22]=1)[C:9](=[O:20])[N:10]([C:13]([O:15][C:16]([CH3:19])([CH3:18])[CH3:17])=[O:14])[CH2:11][CH3:12])([O:3][C:4]([CH3:7])([CH3:6])[CH3:5])=[O:2].N1C=NN=N1.CC(N([P:58]([O:67][CH2:68][C:69]1[CH:74]=[CH:73][CH:72]=[CH:71][CH:70]=1)[O:59]CC1C=CC=CC=1)C(C)C)C.C1C=C(Cl)C=C(C(OO)=[O:83])C=1. The catalyst is C(Cl)Cl. The product is [CH2:68]([O:67][P:58]([OH:59])([O:42][CH2:41][C:26]1[CH:24]=[CH:23][CH:29]=[CH:28][CH:27]=1)=[O:83])[C:69]1[CH:70]=[CH:71][CH:72]=[CH:73][CH:74]=1.[C:1]([N:8]([C:21]1[NH:25][C:24]2[C:26]([C@H:41]3[CH2:45][CH2:44][CH2:43][O:42]3)=[C:27]([F:40])[C:28]([C:30]3[CH:31]=[N:32][C:33]([C:36]([OH:39])([CH3:38])[CH3:37])=[N:34][CH:35]=3)=[CH:29][C:23]=2[N:22]=1)[C:9](=[O:20])[N:10]([C:13]([O:15][C:16]([CH3:17])([CH3:19])[CH3:18])=[O:14])[CH2:11][CH3:12])([O:3][C:4]([CH3:5])([CH3:6])[CH3:7])=[O:2]. The yield is 0.645. (2) The reactants are [Br:1][C:2]1[C:3]([F:10])=[C:4]([CH:7]=[CH:8][CH:9]=1)[CH:5]=[O:6].[F:11][C:12]1[CH:17]=[CH:16][C:15]([Mg]Br)=[C:14]([O:20][CH3:21])[CH:13]=1. The catalyst is C1COCC1.C(Cl)Cl. The product is [Br:1][C:2]1[C:3]([F:10])=[C:4]([CH:5]([C:15]2[CH:16]=[CH:17][C:12]([F:11])=[CH:13][C:14]=2[O:20][CH3:21])[OH:6])[CH:7]=[CH:8][CH:9]=1. The yield is 0.820. (3) The reactants are [CH:1]([C:3]1[CH:4]=[C:5]([CH:10]=[CH:11][CH:12]=1)[C:6]([NH:8][CH3:9])=[O:7])=O.C1(P(C2C=CC=CC=2)(C2C=CC=CC=2)=[CH:20][C:21]([O:23][CH3:24])=[O:22])C=CC=CC=1. The catalyst is ClCCl. The product is [CH3:9][NH:8][C:6]([C:5]1[CH:4]=[C:3](/[CH:1]=[CH:20]/[C:21]([O:23][CH3:24])=[O:22])[CH:12]=[CH:11][CH:10]=1)=[O:7]. The yield is 0.970. (4) The reactants are [F:1][C:2]1[CH:7]=[CH:6][CH:5]=[C:4]([F:8])[C:3]=1[N:9]1[C:14]2[N:15]=[C:16](S(C)=O)[N:17]=[C:18]([C:19]3[CH:20]=[C:21]([CH:30]=[CH:31][C:32]=3[CH3:33])[C:22]([NH:24][C:25]3[S:26][CH:27]=[CH:28][N:29]=3)=[O:23])[C:13]=2[CH:12]=[CH:11][C:10]1=[O:37].C[CH2:39][N:40](CC)CC.Cl.Cl.[NH:47]1[CH:51]=[CH:50][N:49]=[C:48]1NC. The catalyst is C(Cl)Cl. The product is [F:8][C:4]1[CH:5]=[CH:6][CH:7]=[C:2]([F:1])[C:3]=1[N:9]1[C:14]2[N:15]=[C:16]([NH:40][CH2:39][C:48]3[NH:47][CH:51]=[CH:50][N:49]=3)[N:17]=[C:18]([C:19]3[CH:20]=[C:21]([CH:30]=[CH:31][C:32]=3[CH3:33])[C:22]([NH:24][C:25]3[S:26][CH:27]=[CH:28][N:29]=3)=[O:23])[C:13]=2[CH:12]=[CH:11][C:10]1=[O:37]. The yield is 0.850. (5) The reactants are CN(C)C=O.[C:6](Cl)(=[O:10])[C:7](Cl)=O.[CH:12]([C:15]1[NH:16][C:17]([C:31]2[CH:36]=[CH:35][CH:34]=[C:33]([CH3:37])[N:32]=2)=[C:18]([C:20]2[CH:25]=[CH:24][CH:23]=[C:22]([C:26]3[NH:27]C=[CH:29][CH:30]=3)[CH:21]=2)[N:19]=1)([CH3:14])[CH3:13].C(=O)(O)[O-].[Na+]. The catalyst is ClCCCl. The product is [CH:12]([C:15]1[NH:16][C:17]([C:31]2[CH:36]=[CH:35][CH:34]=[C:33]([CH3:37])[N:32]=2)=[C:18]([C:20]2[CH:21]=[C:22]([C:26]3[NH:27][C:7]([CH:6]=[O:10])=[CH:29][CH:30]=3)[CH:23]=[CH:24][CH:25]=2)[N:19]=1)([CH3:14])[CH3:13]. The yield is 0.730. (6) The reactants are [CH3:1][O:2][C:3](=[O:13])[C:4]1[CH:12]=[CH:11][C:8]([O:9][CH3:10])=[C:6]([OH:7])[CH:5]=1.C(=O)([O-])[O-].O([CH2:26][C:27]([F:30])([F:29])[F:28])S(C(F)(F)F)(=O)=O. The catalyst is CN(C=O)C.C(Cl)Cl. The product is [CH3:10][O:9][C:8]1[CH:11]=[CH:12][C:4]([C:3]([O:2][CH3:1])=[O:13])=[CH:5][C:6]=1[O:7][CH2:26][C:27]([F:30])([F:29])[F:28]. The yield is 0.900. (7) The product is [CH3:1][O:2][C:3](=[O:19])[CH:4]([N:11]1[C:16](=[O:17])[CH:15]=[C:14]([O:27][C:22]2[C:21]([F:20])=[CH:26][CH:25]=[CH:24][N:23]=2)[CH:13]=[N:12]1)[CH2:5][CH:6]1[CH2:10][CH2:9][CH2:8][CH2:7]1. The yield is 0.530. The reactants are [CH3:1][O:2][C:3](=[O:19])[CH:4]([N:11]1[C:16](=[O:17])[CH:15]=[C:14](I)[CH:13]=[N:12]1)[CH2:5][CH:6]1[CH2:10][CH2:9][CH2:8][CH2:7]1.[F:20][C:21]1[C:22]([OH:27])=[N:23][CH:24]=[CH:25][CH:26]=1.C(=O)([O-])[O-].[K+].[K+]. The catalyst is CN(C)C=O. (8) The yield is 0.400. The product is [C:8]1([C:14]2[N:19]=[C:18]([CH:20]3[CH2:21][CH2:22][N:23]([CH2:50][CH2:49][S:46]([CH3:45])(=[O:48])=[O:47])[CH2:24][CH2:25]3)[CH:17]=[CH:16][C:15]=2[NH:26][C:27]([C:29]2[NH:30][C:31]([C:34]#[N:35])=[CH:32][N:33]=2)=[O:28])[CH2:13][CH2:12][CH2:11][CH2:10][CH:9]=1. The catalyst is C(Cl)Cl. The reactants are FC(F)(F)C(O)=O.[C:8]1([C:14]2[N:19]=[C:18]([CH:20]3[CH2:25][CH2:24][NH:23][CH2:22][CH2:21]3)[CH:17]=[CH:16][C:15]=2[NH:26][C:27]([C:29]2[NH:30][C:31]([C:34]#[N:35])=[CH:32][N:33]=2)=[O:28])[CH2:13][CH2:12][CH2:11][CH2:10][CH:9]=1.CCN(C(C)C)C(C)C.[CH3:45][S:46]([CH2:49][CH2:50]OS(C)(=O)=O)(=[O:48])=[O:47]. (9) The reactants are [F:1][C:2]1[C:3]([NH:16][C:17]2[CH:22]=[CH:21][C:20]([C:23]#[C:24][CH2:25][O:26]C3CCCCO3)=[CH:19][C:18]=2[F:33])=[C:4]([CH:12]=[CH:13][C:14]=1[F:15])[C:5]([NH:7][O:8][CH2:9][CH2:10][OH:11])=[O:6]. The catalyst is CCO.Cl.O. The product is [F:1][C:2]1[C:3]([NH:16][C:17]2[CH:22]=[CH:21][C:20]([C:23]#[C:24][CH2:25][OH:26])=[CH:19][C:18]=2[F:33])=[C:4]([CH:12]=[CH:13][C:14]=1[F:15])[C:5]([NH:7][O:8][CH2:9][CH2:10][OH:11])=[O:6]. The yield is 1.00. (10) The reactants are [C:1]([C:4]1[C:24](=[O:25])[C@@:8]2([CH3:26])[C:9]3[C:15]([O:16][CH2:17][CH3:18])=[CH:14][C:13]([O:19][CH3:20])=[C:12]([C:21](O)=[O:22])[C:10]=3[O:11][C:7]2=[CH:6][C:5]=1[OH:27])(=[O:3])[CH3:2].O[N:29]1C2C=CC=CC=2N=N1.Cl.C(N=C=NCC(N(C)C)C)C.N. The catalyst is CN(C)C=O.C(O)(C)C. The product is [C:1]([C:4]1[C:24](=[O:25])[C@@:8]2([CH3:26])[C:9]3[C:15]([O:16][CH2:17][CH3:18])=[CH:14][C:13]([O:19][CH3:20])=[C:12]([C:21]([NH2:29])=[O:22])[C:10]=3[O:11][C:7]2=[CH:6][C:5]=1[OH:27])(=[O:3])[CH3:2]. The yield is 0.990.